This data is from Full USPTO retrosynthesis dataset with 1.9M reactions from patents (1976-2016). The task is: Predict the reactants needed to synthesize the given product. Given the product [F:8][C:4]1[CH:5]=[CH:6][CH:7]=[C:2]([F:1])[C:3]=1[CH:9]1[NH:14][C:13]2[CH:15]=[CH:16][C:17]([C:30]3[N:31]=[C:32]([C:34]4[CH:39]=[CH:38][CH:37]=[CH:36][N:35]=4)[S:33][C:29]=3[CH3:28])=[CH:18][C:12]=2[O:11][CH2:10]1, predict the reactants needed to synthesize it. The reactants are: [F:1][C:2]1[CH:7]=[CH:6][CH:5]=[C:4]([F:8])[C:3]=1[CH:9]1[NH:14][C:13]2[CH:15]=[CH:16][C:17](B3OC(C)(C)C(C)(C)O3)=[CH:18][C:12]=2[O:11][CH2:10]1.[CH3:28][C:29]1[S:33][C:32]([C:34]2[CH:39]=[CH:38][CH:37]=[CH:36][N:35]=2)=[N:31][C:30]=1OS(C(F)(F)F)(=O)=O.